Dataset: Peptide-MHC class I binding affinity with 185,985 pairs from IEDB/IMGT. Task: Regression. Given a peptide amino acid sequence and an MHC pseudo amino acid sequence, predict their binding affinity value. This is MHC class I binding data. (1) The peptide sequence is KTKEIEQVY. The MHC is HLA-B57:01 with pseudo-sequence HLA-B57:01. The binding affinity (normalized) is 0.668. (2) The peptide sequence is YDYYRYNLPT. The MHC is HLA-B44:02 with pseudo-sequence HLA-B44:02. The binding affinity (normalized) is 0.0650. (3) The peptide sequence is KIRLRPGGK. The MHC is HLA-B51:01 with pseudo-sequence HLA-B51:01. The binding affinity (normalized) is 0. (4) The peptide sequence is AELLPDTTY. The MHC is HLA-B40:02 with pseudo-sequence HLA-B40:02. The binding affinity (normalized) is 0.0195. (5) The peptide sequence is TAFTIPST. The MHC is HLA-A02:02 with pseudo-sequence HLA-A02:02. The binding affinity (normalized) is 0. (6) The peptide sequence is FQWHEAMFL. The MHC is HLA-A68:02 with pseudo-sequence HLA-A68:02. The binding affinity (normalized) is 0.0847. (7) The peptide sequence is IRYLGVLLY. The MHC is HLA-B35:01 with pseudo-sequence HLA-B35:01. The binding affinity (normalized) is 0.0847.